Dataset: Reaction yield outcomes from USPTO patents with 853,638 reactions. Task: Predict the reaction yield, written as a fraction of the theoretical maximum amount of product (1.0 means a 100% yield; for example, 0.34 means a 34% yield). (1) The reactants are [NH2:1][CH2:2][C:3]([OH:5])=[O:4].N12CCCN=C1CCCCC2.[NH2:17][C:18]1[N:41]=[C:40](Cl)[CH:39]=[CH:38][C:19]=1[C:20]([NH:22][CH2:23][C:24]1[CH:29]=[CH:28][C:27]([O:30][CH2:31][C:32]2[CH:37]=[CH:36][CH:35]=[CH:34][CH:33]=2)=[CH:26][CH:25]=1)=[O:21]. The catalyst is CS(C)=O. The product is [NH2:17][C:18]1[N:41]=[C:40]([NH:1][CH2:2][C:3]([OH:5])=[O:4])[CH:39]=[CH:38][C:19]=1[C:20](=[O:21])[NH:22][CH2:23][C:24]1[CH:29]=[CH:28][C:27]([O:30][CH2:31][C:32]2[CH:37]=[CH:36][CH:35]=[CH:34][CH:33]=2)=[CH:26][CH:25]=1. The yield is 0.440. (2) The reactants are [CH2:1](OCC)C.[OH-].[K+].CN(N=O)C(N[N+]([O-])=O)=N.[CH2:18]=[C:19]1[CH2:24][CH2:23][N:22]([C:25]([O:27][C:28]([CH3:31])([CH3:30])[CH3:29])=[O:26])[CH2:21][CH2:20]1. The catalyst is O1CCCC1.C(O)(=O)C. The product is [CH2:1]1[C:19]2([CH2:24][CH2:23][N:22]([C:25]([O:27][C:28]([CH3:31])([CH3:30])[CH3:29])=[O:26])[CH2:21][CH2:20]2)[CH2:18]1. The yield is 0.240. (3) The reactants are Br[C:2]1[CH:7]=[CH:6][CH:5]=[CH:4][C:3]=1[CH2:8][C:9]([CH3:12])([OH:11])[CH3:10].C([Li])CCC.C([O:21][B:22](OC(C)C)OC(C)C)(C)C.Cl. The catalyst is C1COCC1.CCOC(C)=O.O. The product is [CH3:10][C:9]1([CH3:12])[O:11][B:22]([OH:21])[C:2]2[CH:7]=[CH:6][CH:5]=[CH:4][C:3]=2[CH2:8]1. The yield is 0.310. (4) The yield is 0.575. The reactants are [C:1]([CH2:3][C:4]1[CH:9]=[CH:8][C:7]([C:10]2[CH:11]=[N:12][N:13]([C:17]3[CH:30]=[CH:29][C:20]([C:21]([NH:23][CH2:24][CH2:25][CH2:26][O:27][CH3:28])=[O:22])=[CH:19][N:18]=3)[C:14]=2[O:15]C)=[CH:6][C:5]=1[F:31])#[N:2].[Cl-].[Li+]. The product is [C:1]([CH2:3][C:4]1[CH:9]=[CH:8][C:7]([C:10]2[CH:11]=[N:12][N:13]([C:17]3[CH:30]=[CH:29][C:20]([C:21]([NH:23][CH2:24][CH2:25][CH2:26][O:27][CH3:28])=[O:22])=[CH:19][N:18]=3)[C:14]=2[OH:15])=[CH:6][C:5]=1[F:31])#[N:2]. The catalyst is CC(N(C)C)=O.CS(C)=O. (5) The reactants are [F:1][C:2]1[CH:7]=[C:6]([F:8])[CH:5]=[CH:4][C:3]=1[C:9]1[N:10]=[C:11]2[CH2:17][CH2:16][CH2:15][N:12]2[C:13]=1I.C([Mg]Cl)(C)C.I[C:24]1[CH:25]=[CH:26][C:27]2[N:28]([C:30]([CH:33]([CH3:35])[CH3:34])=[N:31][N:32]=2)[N:29]=1.CN(C=O)C. The catalyst is C1COCC1.[Cl-].[Zn+2].[Cl-].C1C=CC([P]([Pd]([P](C2C=CC=CC=2)(C2C=CC=CC=2)C2C=CC=CC=2)([P](C2C=CC=CC=2)(C2C=CC=CC=2)C2C=CC=CC=2)[P](C2C=CC=CC=2)(C2C=CC=CC=2)C2C=CC=CC=2)(C2C=CC=CC=2)C2C=CC=CC=2)=CC=1.CCOCC.C(Cl)Cl. The product is [F:1][C:2]1[CH:7]=[C:6]([F:8])[CH:5]=[CH:4][C:3]=1[C:9]1[N:10]=[C:11]2[CH2:17][CH2:16][CH2:15][N:12]2[C:13]=1[C:24]1[CH:25]=[CH:26][C:27]2[N:28]([C:30]([CH:33]([CH3:35])[CH3:34])=[N:31][N:32]=2)[N:29]=1. The yield is 0.260. (6) The reactants are [Cl:1][C:2]1[CH:7]=[CH:6][C:5]([C@H:8]2[N:15]3[C:11]([S:12][C:13]([C:19]([N:21]4[CH2:37][CH2:36][CH2:35][C@H:22]4[C:23]([N:25]4[CH2:29][C@H:28]5[O:30]C(C)(C)[O:32][C@H:27]5[CH2:26]4)=[O:24])=[O:20])=[C:14]3[CH:16]([CH3:18])[CH3:17])=[N:10][C@:9]2([C:39]2[CH:44]=[CH:43][C:42]([Cl:45])=[CH:41][CH:40]=2)[CH3:38])=[CH:4][CH:3]=1. The catalyst is C(O)(=O)C. The product is [Cl:1][C:2]1[CH:3]=[CH:4][C:5]([C@H:8]2[N:15]3[C:11]([S:12][C:13]([C:19]([N:21]4[CH2:37][CH2:36][CH2:35][C@H:22]4[C:23]([N:25]4[CH2:29][C@H:28]([OH:30])[C@H:27]([OH:32])[CH2:26]4)=[O:24])=[O:20])=[C:14]3[CH:16]([CH3:17])[CH3:18])=[N:10][C@:9]2([C:39]2[CH:44]=[CH:43][C:42]([Cl:45])=[CH:41][CH:40]=2)[CH3:38])=[CH:6][CH:7]=1. The yield is 0.710. (7) The reactants are Br[C:2]1[C:7]2[CH:8]=[C:9]([C:11]3[CH:16]=[CH:15][C:14]([OH:17])=[CH:13][CH:12]=3)[O:10][C:6]=2[CH:5]=[CH:4][C:3]=1[OH:18].[CH3:19][O-:20].[Na+]. The catalyst is CN(C=O)C.[Cu]Br. The product is [OH:17][C:14]1[CH:15]=[CH:16][C:11]([C:9]2[O:10][C:6]3[CH:5]=[CH:4][C:3]([OH:18])=[C:2]([O:20][CH3:19])[C:7]=3[CH:8]=2)=[CH:12][CH:13]=1. The yield is 0.366.